From a dataset of Forward reaction prediction with 1.9M reactions from USPTO patents (1976-2016). Predict the product of the given reaction. (1) The product is: [N:1]1[CH:6]=[CH:5][C:4]([C@@H:7]2[O:8][CH:12]=[N:11][C@H:13]2[C:14]([N:16]2[CH2:20][CH2:19][CH2:18][CH2:17]2)=[O:15])=[CH:3][CH:2]=1. Given the reactants [N:1]1[CH:6]=[CH:5][C:4]([CH:7]=[O:8])=[CH:3][CH:2]=1.[OH-].[K+].[N+:11]([CH2:13][C:14]([N:16]1[CH2:20][CH2:19][CH2:18][CH2:17]1)=[O:15])#[C-:12], predict the reaction product. (2) Given the reactants [CH2:1]([N:8]1[CH2:13]CC(=O)[CH2:10][CH2:9]1)[C:2]1[CH:7]=[CH:6][CH:5]=[CH:4][CH:3]=1.[H-].[Na+].I[CH3:18].[O:19]1[CH2:23][CH2:22][CH2:21]C1, predict the reaction product. The product is: [CH2:1]([N:8]1[CH2:9][CH2:10][C:23](=[O:19])[C:22]([CH3:21])([CH3:18])[CH2:13]1)[C:2]1[CH:7]=[CH:6][CH:5]=[CH:4][CH:3]=1. (3) Given the reactants [Cl:1][C:2]1[CH:3]=[CH:4][C:5]([O:19][CH2:20][CH:21]([CH3:23])[CH3:22])=[C:6]([NH:8][C:9]2[S:10][CH:11]=[C:12]([C:14]([O:16]CC)=[O:15])[N:13]=2)[CH:7]=1.[OH-].[Na+].C(OCC)(=O)C.Cl, predict the reaction product. The product is: [Cl:1][C:2]1[CH:3]=[CH:4][C:5]([O:19][CH2:20][CH:21]([CH3:23])[CH3:22])=[C:6]([NH:8][C:9]2[S:10][CH:11]=[C:12]([C:14]([OH:16])=[O:15])[N:13]=2)[CH:7]=1. (4) Given the reactants [OH:1][C:2]1[CH:9]=[CH:8][C:5]([C:6]#[N:7])=[CH:4][C:3]=1[O:10][CH3:11].[Br:12][CH2:13][CH2:14][CH2:15][CH2:16]Br, predict the reaction product. The product is: [Br:12][CH2:13][CH2:14][CH2:15][CH2:16][O:1][C:2]1[CH:9]=[CH:8][C:5]([C:6]#[N:7])=[CH:4][C:3]=1[O:10][CH3:11].